Task: Regression. Given two drug SMILES strings and cell line genomic features, predict the synergy score measuring deviation from expected non-interaction effect.. Dataset: NCI-60 drug combinations with 297,098 pairs across 59 cell lines (1) Drug 1: COC1=CC(=CC(=C1O)OC)C2C3C(COC3=O)C(C4=CC5=C(C=C24)OCO5)OC6C(C(C7C(O6)COC(O7)C8=CC=CS8)O)O. Drug 2: COC1=NC(=NC2=C1N=CN2C3C(C(C(O3)CO)O)O)N. Cell line: HOP-62. Synergy scores: CSS=58.4, Synergy_ZIP=9.36, Synergy_Bliss=12.7, Synergy_Loewe=-33.9, Synergy_HSA=11.1. (2) Drug 1: CC1=C2C(C(=O)C3(C(CC4C(C3C(C(C2(C)C)(CC1OC(=O)C(C(C5=CC=CC=C5)NC(=O)OC(C)(C)C)O)O)OC(=O)C6=CC=CC=C6)(CO4)OC(=O)C)O)C)O. Drug 2: C1C(C(OC1N2C=NC3=C2NC=NCC3O)CO)O. Cell line: SN12C. Synergy scores: CSS=-2.09, Synergy_ZIP=0.0455, Synergy_Bliss=-0.650, Synergy_Loewe=-3.05, Synergy_HSA=-2.39. (3) Drug 1: CN(C)C1=NC(=NC(=N1)N(C)C)N(C)C. Drug 2: CC1CCCC2(C(O2)CC(NC(=O)CC(C(C(=O)C(C1O)C)(C)C)O)C(=CC3=CSC(=N3)C)C)C. Cell line: SNB-19. Synergy scores: CSS=1.82, Synergy_ZIP=0.286, Synergy_Bliss=2.86, Synergy_Loewe=-0.795, Synergy_HSA=0.751. (4) Drug 1: C1=CN(C=N1)CC(O)(P(=O)(O)O)P(=O)(O)O. Synergy scores: CSS=-4.22, Synergy_ZIP=3.33, Synergy_Bliss=-0.0674, Synergy_Loewe=-44.0, Synergy_HSA=-11.0. Cell line: U251. Drug 2: C1C(C(OC1N2C=NC(=NC2=O)N)CO)O. (5) Drug 1: CC1C(C(CC(O1)OC2CC(OC(C2O)C)OC3=CC4=CC5=C(C(=O)C(C(C5)C(C(=O)C(C(C)O)O)OC)OC6CC(C(C(O6)C)O)OC7CC(C(C(O7)C)O)OC8CC(C(C(O8)C)O)(C)O)C(=C4C(=C3C)O)O)O)O. Drug 2: C(=O)(N)NO. Cell line: MALME-3M. Synergy scores: CSS=36.2, Synergy_ZIP=2.84, Synergy_Bliss=4.36, Synergy_Loewe=-40.8, Synergy_HSA=1.31. (6) Drug 1: COC1=C(C=C2C(=C1)N=CN=C2NC3=CC(=C(C=C3)F)Cl)OCCCN4CCOCC4. Drug 2: C(CN)CNCCSP(=O)(O)O. Cell line: MOLT-4. Synergy scores: CSS=6.42, Synergy_ZIP=-6.34, Synergy_Bliss=-8.15, Synergy_Loewe=-19.4, Synergy_HSA=-8.70.